This data is from Reaction yield outcomes from USPTO patents with 853,638 reactions. The task is: Predict the reaction yield, written as a fraction of the theoretical maximum amount of product (1.0 means a 100% yield; for example, 0.34 means a 34% yield). (1) The reactants are [C:1]([O:5][C:6]([NH:8][CH:9]1[CH2:14][CH2:13][CH:12]([CH2:15][C:16](O)=[O:17])[CH2:11][CH2:10]1)=[O:7])([CH3:4])([CH3:3])[CH3:2].CO. The catalyst is O1CCCC1. The product is [C:1]([O:5][C:6](=[O:7])[NH:8][C@H:9]1[CH2:10][CH2:11][C@H:12]([CH2:15][CH2:16][OH:17])[CH2:13][CH2:14]1)([CH3:4])([CH3:2])[CH3:3]. The yield is 0.995. (2) The reactants are [CH2:1]([C:8]1[CH:13]=[CH:12][N:11]=[C:10]([CH2:14]O)[CH:9]=1)[C:2]1[CH:7]=[CH:6][CH:5]=[CH:4][CH:3]=1.O=S(Cl)[Cl:18]. No catalyst specified. The product is [CH2:1]([C:8]1[CH:13]=[CH:12][N:11]=[C:10]([CH2:14][Cl:18])[CH:9]=1)[C:2]1[CH:7]=[CH:6][CH:5]=[CH:4][CH:3]=1. The yield is 0.980. (3) The reactants are [I-].[Na+].C([O-])(O)=O.[Na+].Cl[CH:9]([CH3:27])[C:10]([NH:12][CH2:13][CH2:14][NH:15][C:16]1[CH:21]=[CH:20][CH:19]=[C:18]([O:22][C:23]([F:26])([F:25])[F:24])[CH:17]=1)=[O:11]. The catalyst is CC(C)=O. The yield is 0.660. The product is [CH3:27][CH:9]1[N:15]([C:16]2[CH:21]=[CH:20][CH:19]=[C:18]([O:22][C:23]([F:26])([F:25])[F:24])[CH:17]=2)[CH2:14][CH2:13][NH:12][C:10]1=[O:11].